From a dataset of NCI-60 drug combinations with 297,098 pairs across 59 cell lines. Regression. Given two drug SMILES strings and cell line genomic features, predict the synergy score measuring deviation from expected non-interaction effect. (1) Drug 1: CNC(=O)C1=NC=CC(=C1)OC2=CC=C(C=C2)NC(=O)NC3=CC(=C(C=C3)Cl)C(F)(F)F. Drug 2: C(CN)CNCCSP(=O)(O)O. Cell line: T-47D. Synergy scores: CSS=0.376, Synergy_ZIP=0.659, Synergy_Bliss=0.805, Synergy_Loewe=1.95, Synergy_HSA=0.669. (2) Drug 1: CN(C)C1=NC(=NC(=N1)N(C)C)N(C)C. Drug 2: C1C(C(OC1N2C=NC3=C(N=C(N=C32)Cl)N)CO)O. Cell line: M14. Synergy scores: CSS=0.812, Synergy_ZIP=-1.53, Synergy_Bliss=3.15, Synergy_Loewe=-17.1, Synergy_HSA=-0.685.